From a dataset of Forward reaction prediction with 1.9M reactions from USPTO patents (1976-2016). Predict the product of the given reaction. (1) Given the reactants [C:1]([O:4][CH2:5][C@@:6]([NH:27]C(=O)C)([CH2:25][CH3:26])[CH2:7][CH2:8][C:9]1[O:10][C:11]([C:14]#[C:15][CH2:16][CH2:17][O:18][CH:19]2[CH2:24][CH2:23][CH2:22][CH2:21][CH2:20]2)=[CH:12][CH:13]=1)(=[O:3])[CH3:2].O1CCCC1.CO.[OH2:38].[OH-:39].[Li+], predict the reaction product. The product is: [C:2]([OH:39])(=[O:38])[C:1]([OH:4])=[O:3].[NH2:27][C@:6]([CH2:25][CH3:26])([CH2:7][CH2:8][C:9]1[O:10][C:11]([C:14]#[C:15][CH2:16][CH2:17][O:18][CH:19]2[CH2:20][CH2:21][CH2:22][CH2:23][CH2:24]2)=[CH:12][CH:13]=1)[CH2:5][OH:4]. (2) The product is: [CH3:24][C:23]1[N:26]=[C:10]([CH2:9][O:8][C:7]2[CH:6]=[CH:5][C:4]([N+:1]([O-:3])=[O:2])=[CH:14][CH:13]=2)[O:12][N:25]=1. Given the reactants [N+:1]([C:4]1[CH:14]=[CH:13][C:7]([O:8][CH2:9][C:10]([OH:12])=O)=[CH:6][CH:5]=1)([O-:3])=[O:2].Cl.C(N(CC)CC)C.[C:23](=[N:26]O)([NH2:25])[CH3:24].CCN=C=NCCCN(C)C.Cl.Cl.C(N(C(C)C)CC)(C)C, predict the reaction product. (3) The product is: [O:13]1[CH:17]=[CH:16][CH:15]=[C:14]1[CH2:18][S:19]([CH2:22][C:23]1[S:24][CH:25]=[C:26]([C:28]([NH:30][N:31]=[C:5]2[C:4]3[C:8](=[CH:9][CH:10]=[C:2]([I:1])[CH:3]=3)[NH:7][C:6]2=[O:11])=[O:29])[N:27]=1)(=[O:20])=[O:21]. Given the reactants [I:1][C:2]1[CH:3]=[C:4]2[C:8](=[CH:9][CH:10]=1)[NH:7][C:6](=[O:11])[C:5]2=O.[O:13]1[CH:17]=[CH:16][CH:15]=[C:14]1[CH2:18][S:19]([CH2:22][C:23]1[S:24][CH:25]=[C:26]([C:28]([NH:30][NH2:31])=[O:29])[N:27]=1)(=[O:21])=[O:20], predict the reaction product. (4) Given the reactants C([SiH2][O:6][C:7](C)(C)[CH:8]1[CH2:12][N:11]([CH:13]2[CH2:19][CH2:18][CH2:17][CH2:16][CH2:15][CH2:14]2)[C:10](=[O:20])[C:9]1([CH3:22])[CH3:21])(C)(C)C.CC(OI1(OC(C)=O)(OC(C)=O)OC(=O)C2C=CC=CC1=2)=O, predict the reaction product. The product is: [CH:13]1([N:11]2[C:10](=[O:20])[C:9]([CH3:21])([CH3:22])[CH:8]([CH:7]=[O:6])[CH2:12]2)[CH2:14][CH2:15][CH2:16][CH2:17][CH2:18][CH2:19]1. (5) Given the reactants [O:1]1[C:5]2[CH:6]=[CH:7][CH:8]=[CH:9][C:4]=2[N:3]=[C:2]1[CH:10]([C@@H:12]([NH:16][C:17](=[O:41])[CH:18]([CH2:30][S:31](CC1C=CC=CC=1)(=[O:33])=[O:32])[CH2:19][S:20]([CH2:23][C:24]1[CH:29]=[CH:28][CH:27]=[CH:26][CH:25]=1)(=[O:22])=[O:21])[CH2:13][CH2:14][CH3:15])[OH:11].S([O-])([O-])(=O)=S.[Na+].[Na+].C(=O)(O)[O-].[Na+], predict the reaction product. The product is: [O:1]1[C:5]2[CH:6]=[CH:7][CH:8]=[CH:9][C:4]=2[N:3]=[C:2]1[C:10]([C@@H:12]([NH:16][C:17](=[O:41])[C:18]([CH:30]=[S:31](=[O:33])=[O:32])([CH2:23][C:24]1[CH:29]=[CH:28][CH:27]=[CH:26][CH:25]=1)[CH2:19][S:20]([CH2:23][C:24]1[CH:29]=[CH:28][CH:27]=[CH:26][CH:25]=1)(=[O:22])=[O:21])[CH2:13][CH2:14][CH3:15])=[O:11].